Dataset: Forward reaction prediction with 1.9M reactions from USPTO patents (1976-2016). Task: Predict the product of the given reaction. (1) Given the reactants Br[C:2]1[C:3]2[O:12][C:11]([CH2:13][N:14]3[CH2:19][CH2:18][N:17]([S:20]([CH3:23])(=[O:22])=[O:21])[CH2:16][C@H:15]3[CH3:24])=[CH:10][C:4]=2[C:5](=[O:9])[N:6]([CH3:8])[CH:7]=1.C(N(CC)CC)C.[CH3:32][C:33]1([CH3:40])[C:37]([CH3:39])([CH3:38])[O:36][BH:35][O:34]1, predict the reaction product. The product is: [CH3:8][N:6]1[CH:7]=[C:2]([B:35]2[O:36][C:37]([CH3:39])([CH3:38])[C:33]([CH3:40])([CH3:32])[O:34]2)[C:3]2[O:12][C:11]([CH2:13][N:14]3[CH2:19][CH2:18][N:17]([S:20]([CH3:23])(=[O:22])=[O:21])[CH2:16][C@H:15]3[CH3:24])=[CH:10][C:4]=2[C:5]1=[O:9]. (2) Given the reactants C([C:4]1[CH:9]=[CH:8][CH:7]=[CH:6][C:5]=1[N:10]1[CH2:15][CH2:14][NH:13][CH2:12][CH2:11]1)(C)C.[N:16]1(C2C=CC=CC=2N)[CH2:21][CH2:20][O:19][CH2:18][CH2:17]1.C(C1C=CC=CC=1N)(C)C.[K+].[Br-], predict the reaction product. The product is: [N:10]1([C:5]2[CH:6]=[CH:7][CH:8]=[CH:9][C:4]=2[N:16]2[CH2:21][CH2:20][O:19][CH2:18][CH2:17]2)[CH2:11][CH2:12][NH:13][CH2:14][CH2:15]1. (3) Given the reactants [Cl:1][C:2]1[CH:7]=[C:6]([OH:8])[CH:5]=[CH:4][C:3]=1[CH:9]([CH3:24])[C:10]([C:16]1[CH:17]=[CH:18][C:19](=[O:23])[N:20]([CH3:22])[CH:21]=1)([OH:15])[C:11]([F:14])([F:13])[F:12].[F:25][C:26]1[CH:27]=[C:28]([CH:31]=[CH:32][C:33]=1F)[C:29]#[N:30].C(=O)([O-])[O-].[Cs+].[Cs+].CCOC(C)=O, predict the reaction product. The product is: [Cl:1][C:2]1[CH:7]=[C:6]([CH:5]=[CH:4][C:3]=1[CH:9]([CH3:24])[C:10]([OH:15])([C:16]1[CH:17]=[CH:18][C:19](=[O:23])[N:20]([CH3:22])[CH:21]=1)[C:11]([F:13])([F:14])[F:12])[O:8][C:33]1[CH:32]=[CH:31][C:28]([C:29]#[N:30])=[CH:27][C:26]=1[F:25]. (4) Given the reactants [NH:1]1[CH2:6][CH2:5][CH:4]([NH:7][C:8]([NH:10][C:11]2[CH:16]=[CH:15][C:14]([O:17][C:18]([F:21])([F:20])[F:19])=[CH:13][CH:12]=2)=[O:9])[CH2:3][CH2:2]1.[CH2:22]([N:29]1[CH2:34][CH2:33][N:32]([CH2:35][C:36](O)=[O:37])[CH2:31][CH2:30]1)[C:23]1[CH:28]=[CH:27][CH:26]=[CH:25][CH:24]=1, predict the reaction product. The product is: [CH2:22]([N:29]1[CH2:30][CH2:31][N:32]([CH2:35][C:36]([N:1]2[CH2:6][CH2:5][CH:4]([NH:7][C:8]([NH:10][C:11]3[CH:16]=[CH:15][C:14]([O:17][C:18]([F:19])([F:20])[F:21])=[CH:13][CH:12]=3)=[O:9])[CH2:3][CH2:2]2)=[O:37])[CH2:33][CH2:34]1)[C:23]1[CH:24]=[CH:25][CH:26]=[CH:27][CH:28]=1. (5) Given the reactants [NH2:1][C:2]1[S:3][C:4]2[CH:10]=[C:9]([S:11][C:12]#[N:13])[C:8]([F:14])=[CH:7][C:5]=2[N:6]=1.[CH:15]1([C:18](Cl)=[O:19])[CH2:17][CH2:16]1, predict the reaction product. The product is: [CH:15]1([C:18]([NH:1][C:2]2[S:3][C:4]3[CH:10]=[C:9]([S:11][C:12]#[N:13])[C:8]([F:14])=[CH:7][C:5]=3[N:6]=2)=[O:19])[CH2:17][CH2:16]1. (6) Given the reactants [C:1]([O:5][C:6](=[O:21])[NH:7][C:8]1[CH:13]=[C:12]([O:14][CH2:15][C:16]([F:19])([F:18])[F:17])[CH:11]=[CH:10][C:9]=1[NH2:20])([CH3:4])([CH3:3])[CH3:2].C([O:26][C:27](=O)[CH2:28][C:29](=[O:42])[C:30]1[CH:35]=[CH:34][CH:33]=[C:32]([C:36]2[CH:37]=[N:38][CH:39]=[CH:40][CH:41]=2)[CH:31]=1)(C)(C)C, predict the reaction product. The product is: [C:1]([O:5][C:6](=[O:21])[NH:7][C:8]1[CH:13]=[C:12]([O:14][CH2:15][C:16]([F:19])([F:18])[F:17])[CH:11]=[CH:10][C:9]=1[NH:20][C:27](=[O:26])[CH2:28][C:29](=[O:42])[C:30]1[CH:35]=[CH:34][CH:33]=[C:32]([C:36]2[CH:37]=[N:38][CH:39]=[CH:40][CH:41]=2)[CH:31]=1)([CH3:4])([CH3:2])[CH3:3]. (7) Given the reactants [Cl:1][C:2]1[CH:7]=[CH:6][CH:5]=[C:4]([Cl:8])[N:3]=1.[B:9]1([B:9]2[O:13][C:12]([CH3:15])([CH3:14])[C:11]([CH3:17])([CH3:16])[O:10]2)[O:13][C:12]([CH3:15])([CH3:14])[C:11]([CH3:17])([CH3:16])[O:10]1.N1C2C(=CC=C3C=2N=CC=C3)C=CC=1, predict the reaction product. The product is: [Cl:1][C:2]1[CH:7]=[C:6]([B:9]([OH:13])[OH:10])[CH:5]=[C:4]([Cl:8])[N:3]=1.[OH:10][C:11]([C:12]([OH:13])([CH3:15])[CH3:14])([CH3:17])[CH3:16].